This data is from Reaction yield outcomes from USPTO patents with 853,638 reactions. The task is: Predict the reaction yield, written as a fraction of the theoretical maximum amount of product (1.0 means a 100% yield; for example, 0.34 means a 34% yield). (1) The reactants are [Cl:1][C:2]1[CH:32]=[C:31]([S:33]([CH3:36])(=[O:35])=[O:34])[CH:30]=[CH:29][C:3]=1[C:4]([C:6]1[C:7]2[C:14]([F:15])=[CH:13][N:12]([CH:16]3[CH2:21][CH2:20][N:19]([C:22]([O:24][C:25]([CH3:28])([CH3:27])[CH3:26])=[O:23])[CH2:18][CH2:17]3)[C:8]=2[N:9]=[CH:10][N:11]=1)=[O:5].[BH4-].[Na+].O. The catalyst is CO. The product is [Cl:1][C:2]1[CH:32]=[C:31]([S:33]([CH3:36])(=[O:34])=[O:35])[CH:30]=[CH:29][C:3]=1[CH:4]([C:6]1[C:7]2[C:14]([F:15])=[CH:13][N:12]([CH:16]3[CH2:21][CH2:20][N:19]([C:22]([O:24][C:25]([CH3:28])([CH3:27])[CH3:26])=[O:23])[CH2:18][CH2:17]3)[C:8]=2[N:9]=[CH:10][N:11]=1)[OH:5]. The yield is 0.680. (2) The reactants are [N+:1]([C:4]1[CH:5]=[CH:6][CH:7]=[C:8]2[C:12]=1[CH:11]1[CH2:13][C:14]3([O:20][CH2:19][CH2:18][O:17]3)[CH2:15][CH2:16][N:10]1[C:9]2=[O:21])([O-])=O.Cl[Sn]Cl. The catalyst is CCO. The product is [NH2:1][C:4]1[CH:5]=[CH:6][CH:7]=[C:8]2[C:12]=1[CH:11]1[CH2:13][C:14]3([O:20][CH2:19][CH2:18][O:17]3)[CH2:15][CH2:16][N:10]1[C:9]2=[O:21]. The yield is 0.820. (3) The reactants are [C:1]1([C:9]2[CH:14]=[CH:13][C:12]([NH2:15])=[C:11]([NH2:16])[CH:10]=2)[CH:6]=[CH:5][C:4]([NH2:7])=[C:3]([NH2:8])[CH:2]=1.[OH:17][C:18]1[CH:25]=[CH:24][C:21]([CH:22]=O)=[CH:20][CH:19]=1. No catalyst specified. The product is [NH:15]1[C:12]2[CH:13]=[CH:14][C:9]([C:1]3[CH:6]=[CH:5][C:4]4[NH:7][C:22]([C:21]5[CH:24]=[CH:25][C:18]([OH:17])=[CH:19][CH:20]=5)=[N:8][C:3]=4[CH:2]=3)=[CH:10][C:11]=2[N:16]=[C:22]1[C:21]1[CH:24]=[CH:25][C:18]([OH:17])=[CH:19][CH:20]=1. The yield is 0.0600. (4) The reactants are [CH:1]([O:4][C:5]1([C:8]2[CH:13]=[CH:12][C:11]([C:14]#[C:15][C:16]3[CH:21]=[CH:20][C:19]([CH2:22][C:23]([O:25]C)=[O:24])=[CH:18][CH:17]=3)=[CH:10][C:9]=2[CH3:27])[CH2:7][CH2:6]1)([CH3:3])[CH3:2].[OH-].[Na+]. The yield is 0.620. The catalyst is C(O)C.O1CCCC1. The product is [CH:1]([O:4][C:5]1([C:8]2[CH:13]=[CH:12][C:11]([C:14]#[C:15][C:16]3[CH:21]=[CH:20][C:19]([CH2:22][C:23]([OH:25])=[O:24])=[CH:18][CH:17]=3)=[CH:10][C:9]=2[CH3:27])[CH2:7][CH2:6]1)([CH3:3])[CH3:2]. (5) The reactants are [CH3:1][O:2][C:3]([C:5]1[CH:10]=[C:9]([NH2:11])[N:8]=[C:7](Cl)[N:6]=1)=[O:4].[Cl:13][C:14]1[CH:19]=[CH:18][C:17](B(O)O)=[C:16]([F:23])[C:15]=1[O:24][CH3:25]. The catalyst is C(COC)OC.O.Cl[Pd](Cl)([P](C1C=CC=CC=1)(C1C=CC=CC=1)C1C=CC=CC=1)[P](C1C=CC=CC=1)(C1C=CC=CC=1)C1C=CC=CC=1. The product is [CH3:1][O:2][C:3]([C:5]1[CH:10]=[C:9]([NH2:11])[N:8]=[C:7]([C:17]2[CH:18]=[CH:19][C:14]([Cl:13])=[C:15]([O:24][CH3:25])[C:16]=2[F:23])[N:6]=1)=[O:4]. The yield is 0.535. (6) The reactants are C([O:3][C:4](=[O:30])[C:5]([CH3:29])([CH3:28])[CH2:6][CH2:7][CH2:8][CH2:9][C:10]1([CH2:16][CH2:17][CH2:18][CH2:19][C:20]([C:23]([O:25]CC)=[O:24])([CH3:22])[CH3:21])[S:15][CH2:14][CH2:13][CH2:12][S:11]1)C.[OH-].[K+].Cl. The catalyst is C(O)C.O. The product is [C:23]([C:20]([CH3:22])([CH3:21])[CH2:19][CH2:18][CH2:17][CH2:16][C:10]1([CH2:9][CH2:8][CH2:7][CH2:6][C:5]([CH3:29])([CH3:28])[C:4]([OH:30])=[O:3])[S:15][CH2:14][CH2:13][CH2:12][S:11]1)([OH:25])=[O:24]. The yield is 0.950. (7) The catalyst is O1CCCC1. The yield is 0.430. The product is [CH:8]1([C:3]2([C:1]#[N:2])[CH2:7][CH2:6][C:5](=[O:13])[CH2:4]2)[CH2:10][CH2:9]1. The reactants are [C:1]([C:3]1([CH:8]2[CH2:10][CH2:9]2)[CH2:7][CH:6]=[CH:5][CH2:4]1)#[N:2].B.[Cr](Cl)([O-])(=O)=[O:13].[NH+]1C=CC=CC=1.S([O-])([O-])(=O)=O.[Mg+2]. (8) The reactants are [CH2:1]([O:5][C:6]1[CH:10]=[C:9]([C:11](N(OC)C)=[O:12])[N:8]([CH2:17][C:18]2[CH:23]=[CH:22][C:21]([C:24]([F:27])([F:26])[F:25])=[CH:20][C:19]=2[Cl:28])[N:7]=1)[CH2:2][CH2:3][CH3:4].[H-].C([Al+]CC(C)C)C(C)C.CO.[C@H](O)(C([O-])=O)[C@@H](O)C([O-])=O.[Na+].[K+]. The catalyst is O1CCCC1.C1(C)C=CC=CC=1. The product is [CH2:1]([O:5][C:6]1[CH:10]=[C:9]([CH:11]=[O:12])[N:8]([CH2:17][C:18]2[CH:23]=[CH:22][C:21]([C:24]([F:27])([F:26])[F:25])=[CH:20][C:19]=2[Cl:28])[N:7]=1)[CH2:2][CH2:3][CH3:4]. The yield is 0.840.